From a dataset of Reaction yield outcomes from USPTO patents with 853,638 reactions. Predict the reaction yield, written as a fraction of the theoretical maximum amount of product (1.0 means a 100% yield; for example, 0.34 means a 34% yield). The reactants are [CH2:1]([O:8][CH:9]1[C:17]([CH3:19])([CH3:18])[CH2:16][C:15]2[N:14]([C:20]3[CH:25]=[C:24]([I:26])[CH:23]=[CH:22][N:21]=3)[N:13]=[C:12]([C:27]([OH:29])=O)[C:11]=2[CH2:10]1)[C:2]1[CH:7]=[CH:6][CH:5]=[CH:4][CH:3]=1.C([O-])(=O)C.[NH4+:34]. No catalyst specified. The product is [CH2:1]([O:8][CH:9]1[C:17]([CH3:19])([CH3:18])[CH2:16][C:15]2[N:14]([C:20]3[CH:25]=[C:24]([I:26])[CH:23]=[CH:22][N:21]=3)[N:13]=[C:12]([C:27]([NH2:34])=[O:29])[C:11]=2[CH2:10]1)[C:2]1[CH:7]=[CH:6][CH:5]=[CH:4][CH:3]=1. The yield is 0.630.